This data is from Full USPTO retrosynthesis dataset with 1.9M reactions from patents (1976-2016). The task is: Predict the reactants needed to synthesize the given product. (1) Given the product [C:21]1([CH:7]([C:1]2[CH:6]=[CH:5][CH:4]=[CH:3][CH:2]=2)[CH2:8][CH2:9][N:10]2[CH2:11][CH2:12][C:13]3([CH2:17][NH:16][CH2:15][CH2:14]3)[CH2:19][CH2:20]2)[CH:22]=[CH:23][CH:24]=[CH:25][CH:26]=1, predict the reactants needed to synthesize it. The reactants are: [C:1]1([CH:7]([C:21]2[CH:26]=[CH:25][CH:24]=[CH:23][CH:22]=2)[CH2:8][CH2:9][N:10]2[CH2:20][CH2:19][C:13]3([C:17](=O)[NH:16][CH2:15][CH2:14]3)[CH2:12][CH2:11]2)[CH:6]=[CH:5][CH:4]=[CH:3][CH:2]=1.[H-].[H-].[H-].[H-].[Li+].[Al+3].O.[OH-].[Na+]. (2) Given the product [Br:11][CH2:1][C:2]([C:4]1[CH:9]=[CH:8][C:7]([F:10])=[CH:6][CH:5]=1)=[O:3], predict the reactants needed to synthesize it. The reactants are: [CH3:1][C:2]([C:4]1[CH:9]=[CH:8][C:7]([F:10])=[CH:6][CH:5]=1)=[O:3].[Br:11]Br.